Dataset: Catalyst prediction with 721,799 reactions and 888 catalyst types from USPTO. Task: Predict which catalyst facilitates the given reaction. Reactant: N1C=CN=C1.[CH2:6]([O:13][C:14]1[CH:19]=[CH:18][C:17]([OH:20])=[CH:16][CH:15]=1)[C:7]1[CH:12]=CC=CC=1.[C:21]([Si:25]([C:33]1[CH:38]=[CH:37][CH:36]=[CH:35][CH:34]=1)([C:27]1[CH:32]=[CH:31][CH:30]=[CH:29][CH:28]=1)Cl)([CH3:24])([CH3:23])[CH3:22].[OH2:39]. Product: [C:21]([Si:25]([O:20][C:17]1[CH:16]=[CH:15][C:14]([O:13][CH2:6][CH:7]2[CH2:12][O:39]2)=[CH:19][CH:18]=1)([C:33]1[CH:38]=[CH:37][CH:36]=[CH:35][CH:34]=1)[C:27]1[CH:32]=[CH:31][CH:30]=[CH:29][CH:28]=1)([CH3:24])([CH3:23])[CH3:22]. The catalyst class is: 4.